This data is from Catalyst prediction with 721,799 reactions and 888 catalyst types from USPTO. The task is: Predict which catalyst facilitates the given reaction. (1) Reactant: [O:1]=[C:2]1[C:10](=O)[C:9]2[C:4](=[CH:5][CH:6]=[CH:7][CH:8]=2)[N:3]1[CH2:12][C:13]1[O:17][C:16]([C:18]([O:20][CH2:21][CH3:22])=[O:19])=[CH:15][CH:14]=1.[F:23][C:24]([F:33])([F:32])[C:25]1[CH:26]=[C:27]([CH:29]=[CH:30][CH:31]=1)[NH2:28]. Product: [O:1]=[C:2]1[N:3]([CH2:12][C:13]2[O:17][C:16]([C:18]([O:20][CH2:21][CH3:22])=[O:19])=[CH:15][CH:14]=2)[C:4]2[C:9](/[C:10]/1=[N:28]/[C:27]1[CH:29]=[CH:30][CH:31]=[C:25]([C:24]([F:23])([F:32])[F:33])[CH:26]=1)=[CH:8][CH:7]=[CH:6][CH:5]=2. The catalyst class is: 22. (2) Reactant: [N+:1]([C:4]1[CH:12]=[CH:11][C:7]([CH2:8][CH2:9][OH:10])=[CH:6][CH:5]=1)([O-:3])=[O:2].[Si:13](Cl)([C:16]([CH3:19])([CH3:18])[CH3:17])([CH3:15])[CH3:14].N1C=CN=C1. Product: [C:16]([Si:13]([CH3:15])([CH3:14])[O:10][CH2:9][CH2:8][C:7]1[CH:6]=[CH:5][C:4]([N+:1]([O-:3])=[O:2])=[CH:12][CH:11]=1)([CH3:19])([CH3:18])[CH3:17]. The catalyst class is: 7. (3) Reactant: [NH2:1][C:2]1[S:3][C:4]([I:11])=[C:5]([C:7](=[O:10])[CH2:8][CH3:9])[N:6]=1.C(N(CC)CC)C.[O:19]=[C:20]1[C:28]2[C:23](=[CH:24][CH:25]=[CH:26][CH:27]=2)[C:22](=[O:29])N1C(OCC)=O. Product: [I:11][C:4]1[S:3][C:2]([N:1]2[C:20](=[O:19])[C:28]3[C:23](=[CH:24][CH:25]=[CH:26][CH:27]=3)[C:22]2=[O:29])=[N:6][C:5]=1[C:7](=[O:10])[CH2:8][CH3:9]. The catalyst class is: 4. (4) Reactant: [CH2:1]([O:3][C:4](=[O:22])[CH2:5][O:6][C:7]1[CH:12]=[CH:11][C:10]([O:13][CH2:14][CH2:15][C:16]2[S:17][CH:18]=[CH:19][CH:20]=2)=[CH:9][C:8]=1[CH3:21])[CH3:2].[Br:23]Br.O. Product: [CH2:1]([O:3][C:4](=[O:22])[CH2:5][O:6][C:7]1[CH:12]=[CH:11][C:10]([O:13][CH2:14][CH2:15][C:16]2[S:17][C:18]([Br:23])=[CH:19][CH:20]=2)=[CH:9][C:8]=1[CH3:21])[CH3:2]. The catalyst class is: 15. (5) Reactant: [C:1]1([S:7]([NH:10][C:11]2[CH:12]=[C:13]([CH:17]([OH:39])[CH2:18][NH:19][C:20]([CH3:38])([CH3:37])[CH2:21][CH2:22][N:23]3[C:27]4[CH:28]=[CH:29][C:30]([C:32]([O:34]C)=[O:33])=[CH:31][C:26]=4[NH:25][C:24]3=[O:36])[CH:14]=[CH:15][CH:16]=2)(=[O:9])=[O:8])[CH:6]=[CH:5][CH:4]=[CH:3][CH:2]=1.[OH-].[Li+].[F:42][C:43]([F:48])([F:47])[C:44]([OH:46])=[O:45]. Product: [F:42][C:43]([F:48])([F:47])[C:44]([OH:46])=[O:45].[C:1]1([S:7]([NH:10][C:11]2[CH:12]=[C:13]([CH:17]([OH:39])[CH2:18][NH:19][C:20]([CH3:37])([CH3:38])[CH2:21][CH2:22][N:23]3[C:27]4[CH:28]=[CH:29][C:30]([C:32]([OH:34])=[O:33])=[CH:31][C:26]=4[NH:25][C:24]3=[O:36])[CH:14]=[CH:15][CH:16]=2)(=[O:8])=[O:9])[CH:6]=[CH:5][CH:4]=[CH:3][CH:2]=1. The catalyst class is: 5.